This data is from Reaction yield outcomes from USPTO patents with 853,638 reactions. The task is: Predict the reaction yield, written as a fraction of the theoretical maximum amount of product (1.0 means a 100% yield; for example, 0.34 means a 34% yield). The catalyst is [NH4+].[OH-].CO. The yield is 1.00. The reactants are [N:1]([CH2:4][CH2:5][N:6]([CH2:16][CH2:17][NH:18][C:19]([O:21][C:22]([CH3:25])([CH3:24])[CH3:23])=[O:20])[CH2:7][CH2:8][NH:9]C(=O)C(F)(F)F)=[N+:2]=[N-:3]. The product is [NH2:9][CH2:8][CH2:7][N:6]([CH2:5][CH2:4][N:1]=[N+:2]=[N-:3])[CH2:16][CH2:17][NH:18][C:19]([O:21][C:22]([CH3:25])([CH3:24])[CH3:23])=[O:20].